From a dataset of Catalyst prediction with 721,799 reactions and 888 catalyst types from USPTO. Predict which catalyst facilitates the given reaction. (1) The catalyst class is: 6. Reactant: C([O:3][C:4](=[O:40])[C:5]1[CH:10]=[C:9]([CH2:11][N:12]([CH2:20][C:21]2[NH:22][CH:23]=[CH:24][N:25]=2)[CH2:13][C:14]2[N:15]([CH3:19])[CH:16]=[CH:17][N:18]=2)[CH:8]=[CH:7][C:6]=1[CH2:26][N:27]([CH2:29][CH2:30][CH2:31][CH2:32][N:33]([CH2:37][CH2:38][CH3:39])[CH2:34][CH2:35][CH3:36])[CH3:28])C.Cl. Product: [CH2:37]([N:33]([CH2:34][CH2:35][CH3:36])[CH2:32][CH2:31][CH2:30][CH2:29][N:27]([CH2:26][C:6]1[CH:7]=[CH:8][C:9]([CH2:11][N:12]([CH2:20][C:21]2[NH:22][CH:23]=[CH:24][N:25]=2)[CH2:13][C:14]2[N:15]([CH3:19])[CH:16]=[CH:17][N:18]=2)=[CH:10][C:5]=1[C:4]([OH:40])=[O:3])[CH3:28])[CH2:38][CH3:39]. (2) Product: [Cl:23][C:24]1[C:25]([C:38]([NH:17][C:12]2[CH:13]=[CH:14][CH:15]=[C:16]3[C:11]=2[N:10]=[CH:9][CH:8]=[C:7]3[O:6][C:5]2[CH:18]=[CH:19][CH:20]=[C:3]([C:2]([F:1])([F:21])[F:22])[CH:4]=2)=[O:39])=[N:26][C:27]([CH2:30][NH:31][C:32](=[O:37])[C:33]([CH3:36])([CH3:34])[CH3:35])=[CH:28][CH:29]=1. Reactant: [F:1][C:2]([F:22])([F:21])[C:3]1[CH:4]=[C:5]([CH:18]=[CH:19][CH:20]=1)[O:6][C:7]1[C:16]2[C:11](=[C:12]([NH2:17])[CH:13]=[CH:14][CH:15]=2)[N:10]=[CH:9][CH:8]=1.[Cl:23][C:24]1[C:25]([C:38](O)=[O:39])=[N:26][C:27]([CH2:30][NH:31][C:32](=[O:37])[C:33]([CH3:36])([CH3:35])[CH3:34])=[CH:28][CH:29]=1.C(Cl)(=O)C(Cl)=O.CCN(C(C)C)C(C)C. The catalyst class is: 85. (3) Reactant: Cl.[F:2][C:3]1[CH:24]=[CH:23][C:6]([O:7][C:8]2[CH:9]=[C:10]([NH:14][C:15]([CH:17]3[CH2:22][CH2:21][NH:20][CH2:19][CH2:18]3)=O)[CH:11]=[CH:12][CH:13]=2)=[CH:5][CH:4]=1. Product: [F:2][C:3]1[CH:4]=[CH:5][C:6]([O:7][C:8]2[CH:9]=[C:10]([NH:14][CH2:15][CH:17]3[CH2:18][CH2:19][NH:20][CH2:21][CH2:22]3)[CH:11]=[CH:12][CH:13]=2)=[CH:23][CH:24]=1. The catalyst class is: 1. (4) Reactant: [C:1]1(=[O:7])[O:6][CH2:5][CH2:4][CH2:3][CH2:2]1.[C:8]1([Mg]Br)[CH:13]=[CH:12][CH:11]=[CH:10][CH:9]=1. The catalyst class is: 1. Product: [C:8]1([C:1]2([OH:7])[CH2:2][CH2:3][CH2:4][CH2:5][O:6]2)[CH:13]=[CH:12][CH:11]=[CH:10][CH:9]=1. (5) Reactant: [N:1]1[C:10]2[C:5](=[CH:6][CH:7]=[CH:8][CH:9]=2)[N:4]=[CH:3][C:2]=1[C:11]([NH:13][C:14]1[CH:18]=[CH:17][S:16][C:15]=1[C:19]([OH:21])=O)=[O:12].Cl.C[N:24](C)CCCN=C=NCC.N. Product: [NH2:24][C:19]([C:15]1[S:16][CH:17]=[CH:18][C:14]=1[NH:13][C:11]([C:2]1[CH:3]=[N:4][C:5]2[C:10](=[CH:9][CH:8]=[CH:7][CH:6]=2)[N:1]=1)=[O:12])=[O:21]. The catalyst class is: 143.